From a dataset of Reaction yield outcomes from USPTO patents with 853,638 reactions. Predict the reaction yield, written as a fraction of the theoretical maximum amount of product (1.0 means a 100% yield; for example, 0.34 means a 34% yield). (1) The reactants are [Cl:1][C:2]1[C:3]([CH2:12][N:13]2[C:17](/[CH:18]=[CH:19]/[C:20]([O:22]C)=[O:21])=[CH:16][C:15]([O:24][CH:25]([CH3:27])[CH3:26])=[N:14]2)=[N:4][CH:5]=[C:6]([C:8]([F:11])([F:10])[F:9])[CH:7]=1.[OH-].[Na+].O1CCCC1.Cl. The catalyst is C(O)C. The product is [Cl:1][C:2]1[C:3]([CH2:12][N:13]2[C:17](/[CH:18]=[CH:19]/[C:20]([OH:22])=[O:21])=[CH:16][C:15]([O:24][CH:25]([CH3:27])[CH3:26])=[N:14]2)=[N:4][CH:5]=[C:6]([C:8]([F:9])([F:10])[F:11])[CH:7]=1. The yield is 0.770. (2) The reactants are [Si]([O:8][C:9]1[CH:10]=[C:11]2[C:15](=[CH:16][CH:17]=1)[N:14]([CH3:18])[CH:13]=[CH:12]2)(C(C)(C)C)(C)C. The catalyst is C1COCC1.[F-].C([N+](CCCC)(CCCC)CCCC)CCC. The product is [CH3:18][N:14]1[C:15]2[C:11](=[CH:10][C:9]([OH:8])=[CH:17][CH:16]=2)[CH:12]=[CH:13]1. The yield is 0.830. (3) The reactants are Br[C:2]1[N:3]=[C:4]([NH:10][C:11]2[CH:12]=[N:13][CH:14]=[CH:15][CH:16]=2)[C:5](=[O:9])[N:6]([CH3:8])[CH:7]=1.CC1(C)C(C)(C)[O:21][B:20](B2OC(C)(C)C(C)(C)O2)[O:19]1.C([O-])(=O)C.[K+]. The catalyst is [Pd].O1CCOCC1. The product is [CH3:8][N:6]1[C:5](=[O:9])[C:4]([NH:10][C:11]2[CH:12]=[N:13][CH:14]=[CH:15][CH:16]=2)=[N:3][C:2]([B:20]([OH:21])[OH:19])=[CH:7]1. The yield is 0.580. (4) The reactants are [NH2:1][C:2]1[CH:7]=[CH:6][C:5]([CH3:8])=[CH:4][CH:3]=1.C(=O)([O-])[O-].[K+].[K+].Br[CH2:16][CH2:17][CH2:18][C:19]#[N:20]. The catalyst is C(#N)C. The product is [C:5]1([CH3:8])[CH:6]=[CH:7][C:2]([NH:1][CH2:16][CH2:17][CH2:18][C:19]#[N:20])=[CH:3][CH:4]=1. The yield is 0.782. (5) The reactants are [CH3:1][O:2][CH2:3][CH:4]([N:6]1[CH2:11][CH2:10][N:9]2[N:12]=[C:13]([N+:15]([O-])=O)[CH:14]=[C:8]2[CH2:7]1)[CH3:5].[H][H]. The catalyst is CCO.[Pd]. The product is [CH3:1][O:2][CH2:3][CH:4]([N:6]1[CH2:11][CH2:10][N:9]2[N:12]=[C:13]([NH2:15])[CH:14]=[C:8]2[CH2:7]1)[CH3:5]. The yield is 0.890. (6) The reactants are [NH2:1][C:2]1[C:3]([C:12]([OH:14])=O)=[CH:4][C:5]2[C:10]([CH:11]=1)=[CH:9][CH:8]=[CH:7][CH:6]=2.O=S(Cl)Cl.[Cl:19][C:20]1[CH:26]=[CH:25][CH:24]=[CH:23][C:21]=1[NH2:22].C(Cl)(Cl)Cl. The catalyst is C1C=CC=CC=1. The product is [Cl:19][C:20]1[CH:26]=[CH:25][CH:24]=[CH:23][C:21]=1[NH:22][C:12]([C:3]1[C:2]([NH2:1])=[CH:11][C:10]2[C:5](=[CH:6][CH:7]=[CH:8][CH:9]=2)[CH:4]=1)=[O:14]. The yield is 0.540. (7) The reactants are [NH:1]1[C:9]2[C:4](=[CH:5][CH:6]=[CH:7][CH:8]=2)[C:3](/[CH:10]=[CH:11]/[C:12]2[CH:20]=[CH:19][C:15]([C:16]([OH:18])=O)=[CH:14][CH:13]=2)=[N:2]1.CN1CCOCC1.[ClH:28].C(N=C=NCCCN(C)C)C.O.ON1C2C=CC=CC=2N=N1.[CH:51]([NH:54][C:55](=[O:63])[CH2:56][N:57]1[CH2:62][CH2:61][NH:60][CH2:59][CH2:58]1)([CH3:53])[CH3:52].C(OCC)(=O)C.Cl. The catalyst is C(Cl)(Cl)Cl.CO. The product is [ClH:28].[ClH:28].[NH:1]1[C:9]2[C:4](=[CH:5][CH:6]=[CH:7][CH:8]=2)[C:3](/[CH:10]=[CH:11]/[C:12]2[CH:13]=[CH:14][C:15]([C:16]([N:60]3[CH2:59][CH2:58][N:57]([CH2:56][C:55](=[O:63])[NH:54][CH:51]([CH3:52])[CH3:53])[CH2:62][CH2:61]3)=[O:18])=[CH:19][CH:20]=2)=[N:2]1. The yield is 0.260. (8) The reactants are [OH:1][C:2]1[CH:10]=[CH:9][C:5]([C:6]([NH2:8])=[O:7])=[CH:4][C:3]=1[O:11][CH3:12].O1CCOCC1.Br[CH2:20][C:21](=O)[CH2:22][CH3:23]. The catalyst is C1(C)C=CC=CC=1. The product is [CH2:22]([C:21]1[N:8]=[C:6]([C:5]2[CH:9]=[CH:10][C:2]([OH:1])=[C:3]([O:11][CH3:12])[CH:4]=2)[O:7][CH:20]=1)[CH3:23]. The yield is 0.720. (9) The reactants are [CH2:1]([C@@H:4]([CH2:23][C:24]([O:26][C:27]([CH3:30])([CH3:29])[CH3:28])=[O:25])[C:5]([O:7][CH2:8][C@H:9]([NH:16][C:17](=[O:22])[CH2:18][CH2:19][CH:20]=C)[C:10]1[CH:15]=[CH:14][CH:13]=[CH:12][CH:11]=1)=[O:6])[CH:2]=C. The catalyst is C1(C)C=CC=CC=1.Cl[Ru](=C1N(C2C(C)=CC(C)=CC=2C)CCN1C1C(C)=CC(C)=CC=1C)(Cl)(=CC1C=CC=CC=1)[P](C1CCCCC1)(C1CCCCC1)C1CCCCC1.C(Cl)Cl. The product is [O:22]=[C:17]1[CH2:18][CH2:19][CH:20]=[CH:2][CH2:1][C@@H:4]([CH2:23][C:24]([O:26][C:27]([CH3:28])([CH3:29])[CH3:30])=[O:25])[C:5](=[O:6])[O:7][CH2:8][C@@H:9]([C:10]2[CH:15]=[CH:14][CH:13]=[CH:12][CH:11]=2)[NH:16]1. The yield is 0.410.